From a dataset of Forward reaction prediction with 1.9M reactions from USPTO patents (1976-2016). Predict the product of the given reaction. (1) Given the reactants [CH2:1]([O:8][C:9]([N:11]1[CH2:16][CH2:15][CH:14]([CH2:17][NH2:18])[CH2:13][CH2:12]1)=[O:10])[C:2]1[CH:7]=[CH:6][CH:5]=[CH:4][CH:3]=1.Cl[C:20]1[C:25]([F:26])=[CH:24][CH:23]=[CH:22][N:21]=1.C(N(CCCC)CCCC)CCC.COCCO, predict the reaction product. The product is: [CH2:1]([O:8][C:9]([N:11]1[CH2:16][CH2:15][CH:14]([CH2:17][NH:18][C:20]2[C:25]([F:26])=[CH:24][CH:23]=[CH:22][N:21]=2)[CH2:13][CH2:12]1)=[O:10])[C:2]1[CH:7]=[CH:6][CH:5]=[CH:4][CH:3]=1. (2) Given the reactants Br[C:2]1[CH:7]=[CH:6][C:5]([Br:8])=[CH:4][N:3]=1.[Br-].[CH2:10]([O:12][C:13](=[O:18])[CH2:14][CH2:15][CH2:16][Zn+])[CH3:11].Cl, predict the reaction product. The product is: [Br:8][C:5]1[CH:6]=[CH:7][C:2]([CH2:16][CH2:15][CH2:14][C:13]([O:12][CH2:10][CH3:11])=[O:18])=[N:3][CH:4]=1. (3) The product is: [O:22]=[C:16]1[CH:15]([N:10]2[CH2:11][C:12]3[C:8](=[CH:7][CH:6]=[C:5]([CH2:4][NH:3][C:25](=[O:27])[C:24]([F:23])([F:38])[C:28]4[CH:33]=[CH:32][C:31]([O:34][CH:35]([CH3:37])[CH3:36])=[CH:30][N:29]=4)[CH:13]=3)[C:9]2=[O:68])[CH2:20][CH2:19][C:18](=[O:21])[NH:17]1. Given the reactants Cl.C[NH:3][CH2:4][C:5]1[CH:13]=[C:12]2[C:8]([CH2:9][N:10]([CH:15]3[CH2:20][CH2:19][C:18](=[O:21])[NH:17][C:16]3=[O:22])[C:11]2=O)=[CH:7][CH:6]=1.[F:23][C:24]([F:38])([C:28]1[CH:33]=[CH:32][C:31]([O:34][CH:35]([CH3:37])[CH3:36])=[CH:30][N:29]=1)[C:25]([OH:27])=O.C(N(CC)C(C)C)(C)C.F[P-](F)(F)(F)(F)F.CN(C(N(C)C)=[N+]1C2C(=NC=CC=2)[N+]([O-:68])=N1)C, predict the reaction product. (4) Given the reactants [F:1][C:2]1[CH:7]=[C:6]([F:8])[CH:5]=[CH:4][C:3]=1[C:9]1[CH:14]=[CH:13][C:12]([OH:15])=[CH:11][CH:10]=1.[C:16](O)([CH3:19])([CH3:18])[CH3:17].C1(C)C=CC=CC=1.CCCCCCC, predict the reaction product. The product is: [C:16]([C:11]1[CH:10]=[C:9]([C:3]2[CH:4]=[CH:5][C:6]([F:8])=[CH:7][C:2]=2[F:1])[CH:14]=[CH:13][C:12]=1[OH:15])([CH3:19])([CH3:18])[CH3:17].